This data is from NCI-60 drug combinations with 297,098 pairs across 59 cell lines. The task is: Regression. Given two drug SMILES strings and cell line genomic features, predict the synergy score measuring deviation from expected non-interaction effect. (1) Drug 1: CCCS(=O)(=O)NC1=C(C(=C(C=C1)F)C(=O)C2=CNC3=C2C=C(C=N3)C4=CC=C(C=C4)Cl)F. Drug 2: CC1=CC=C(C=C1)C2=CC(=NN2C3=CC=C(C=C3)S(=O)(=O)N)C(F)(F)F. Cell line: HCT116. Synergy scores: CSS=6.24, Synergy_ZIP=-2.27, Synergy_Bliss=0.507, Synergy_Loewe=-2.20, Synergy_HSA=-1.40. (2) Drug 1: CN(C)N=NC1=C(NC=N1)C(=O)N. Drug 2: CC1=C2C(C(=O)C3(C(CC4C(C3C(C(C2(C)C)(CC1OC(=O)C(C(C5=CC=CC=C5)NC(=O)C6=CC=CC=C6)O)O)OC(=O)C7=CC=CC=C7)(CO4)OC(=O)C)O)C)OC(=O)C. Cell line: OVCAR3. Synergy scores: CSS=34.8, Synergy_ZIP=-3.41, Synergy_Bliss=-2.58, Synergy_Loewe=-43.5, Synergy_HSA=-1.80.